Dataset: Forward reaction prediction with 1.9M reactions from USPTO patents (1976-2016). Task: Predict the product of the given reaction. (1) Given the reactants [C:1]([C:4]1[O:8][C:7]2[C:9](=[O:18])[C:10]3[C:15]([C:16](=[O:17])[C:6]=2[CH:5]=1)=[CH:14][CH:13]=[CH:12][CH:11]=3)(=[O:3])[CH3:2].[BH4-].[Na+], predict the reaction product. The product is: [OH:3][CH:1]([C:4]1[O:8][C:7]2[C:9](=[O:18])[C:10]3[C:15]([C:16](=[O:17])[C:6]=2[CH:5]=1)=[CH:14][CH:13]=[CH:12][CH:11]=3)[CH3:2]. (2) Given the reactants [CH2:1]([C:8]1[N:9]=[C:10]([C:31]([O:33]CC)=[O:32])[S:11][C:12]=1[C:13]1[C:22]2[C:17](=[CH:18][CH:19]=[CH:20][CH:21]=2)[C:16]([S:23](=[O:30])(=[O:29])[NH:24][C:25]([CH3:28])([CH3:27])[CH3:26])=[CH:15][CH:14]=1)[C:2]1[CH:7]=[CH:6][CH:5]=[CH:4][CH:3]=1.CO.[OH-].[K+:39], predict the reaction product. The product is: [CH2:1]([C:8]1[N:9]=[C:10]([C:31]([O-:33])=[O:32])[S:11][C:12]=1[C:13]1[C:22]2[C:17](=[CH:18][CH:19]=[CH:20][CH:21]=2)[C:16]([S:23](=[O:30])(=[O:29])[NH:24][C:25]([CH3:28])([CH3:26])[CH3:27])=[CH:15][CH:14]=1)[C:2]1[CH:7]=[CH:6][CH:5]=[CH:4][CH:3]=1.[K+:39]. (3) Given the reactants Br[C:2]1[C:3]([CH3:19])=[C:4]([CH2:12][N:13]2[CH2:18][CH2:17][O:16][CH2:15][CH2:14]2)[N:5]2[C:10]=1[C:9]([NH2:11])=[N:8][CH:7]=[N:6]2.[F:20][C:21]1[CH:26]=[C:25](B2OC(C)(C)C(C)(C)O2)[C:24]([F:36])=[CH:23][C:22]=1[NH:37][C:38]([NH:40][C:41]1[CH:46]=[C:45]([C:47]([F:50])([F:49])[F:48])[CH:44]=[CH:43][C:42]=1[F:51])=[O:39].FC1C=CC(C(F)(F)F)=CC=1NC(NC1C=CC(B2OC(C)(C)C(C)(C)O2)=CC=1)=O, predict the reaction product. The product is: [NH2:11][C:9]1[C:10]2=[C:2]([C:25]3[C:24]([F:36])=[CH:23][C:22]([NH:37][C:38]([NH:40][C:41]4[CH:46]=[C:45]([C:47]([F:48])([F:49])[F:50])[CH:44]=[CH:43][C:42]=4[F:51])=[O:39])=[C:21]([F:20])[CH:26]=3)[C:3]([CH3:19])=[C:4]([CH2:12][N:13]3[CH2:18][CH2:17][O:16][CH2:15][CH2:14]3)[N:5]2[N:6]=[CH:7][N:8]=1. (4) Given the reactants [O:1]=[C:2]1[N:8]([CH:9]2[CH2:14][CH2:13][N:12]([C:15]([O:17][C@@H:18]([C:30]([OH:32])=O)[CH2:19][C:20]3[CH:28]=[C:27]([CH3:29])[C:23]4[NH:24][CH:25]=[N:26][C:22]=4[CH:21]=3)=[O:16])[CH2:11][CH2:10]2)[CH2:7][CH2:6][C:5]2[CH:33]=[CH:34][CH:35]=[CH:36][C:4]=2[NH:3]1.CN(C(ON1N=NC2C=CC=CC1=2)=[N+](C)C)C.[B-](F)(F)(F)F.C(N(CC)CC)C.[CH2:66]([N:73]1[CH2:78][CH2:77][CH:76]([CH:79]2[CH2:84][CH2:83][NH:82][CH2:81][CH2:80]2)[CH2:75][CH2:74]1)[C:67]1[CH:72]=[CH:71][CH:70]=[CH:69][CH:68]=1.C([O-])([O-])=O.[Na+].[Na+], predict the reaction product. The product is: [O:1]=[C:2]1[N:8]([CH:9]2[CH2:14][CH2:13][N:12]([C:15]([O:17][C@H:18]([CH2:19][C:20]3[CH:28]=[C:27]([CH3:29])[C:23]4[NH:24][CH:25]=[N:26][C:22]=4[CH:21]=3)[C:30]([N:82]3[CH2:81][CH2:80][CH:79]([CH:76]4[CH2:75][CH2:74][N:73]([CH2:66][C:67]5[CH:68]=[CH:69][CH:70]=[CH:71][CH:72]=5)[CH2:78][CH2:77]4)[CH2:84][CH2:83]3)=[O:32])=[O:16])[CH2:11][CH2:10]2)[CH2:7][CH2:6][C:5]2[CH:33]=[CH:34][CH:35]=[CH:36][C:4]=2[NH:3]1. (5) Given the reactants [NH2:1][C:2]1[N:7]=[C:6]([C:8]([NH:10][CH:11]([C:13]2[CH:14]=[N:15][C:16]([O:20][CH2:21][C:22]([F:25])([F:24])[F:23])=[C:17]([Cl:19])[CH:18]=2)[CH3:12])=[O:9])[CH:5]=[CH:4][N:3]=1.[CH:26]1([C:30](Cl)=[O:31])[CH2:29][CH2:28][CH2:27]1, predict the reaction product. The product is: [Cl:19][C:17]1[CH:18]=[C:13]([CH:11]([NH:10][C:8]([C:6]2[CH:5]=[CH:4][N:3]=[C:2]([NH:1][C:30]([CH:26]3[CH2:29][CH2:28][CH2:27]3)=[O:31])[N:7]=2)=[O:9])[CH3:12])[CH:14]=[N:15][C:16]=1[O:20][CH2:21][C:22]([F:24])([F:23])[F:25]. (6) Given the reactants [CH2:1]([O:4][C:5]1[N:10]=[C:9]([NH:11][C:12]([NH:14][C:15]2[CH:20]=[C:19]([Cl:21])[CH:18]=[CH:17][C:16]=2[OH:22])=[O:13])[CH:8]=[N:7][C:6]=1[C:23]#[N:24])[CH:2]=[CH2:3].[C:25]1(P(C2C=CC=CC=2)C2C=CC=CC=2)[CH:30]=CC=C[CH:26]=1.N(C(OC(C)(C)C)=O)=NC(OC(C)(C)C)=O.C(O)C=C, predict the reaction product. The product is: [CH2:30]([O:22][C:16]1[CH:17]=[CH:18][C:19]([Cl:21])=[CH:20][C:15]=1[NH:14][C:12]([NH:11][C:9]1[CH:8]=[N:7][C:6]([C:23]#[N:24])=[C:5]([O:4][CH2:1][CH:2]=[CH2:3])[N:10]=1)=[O:13])[CH:25]=[CH2:26].